This data is from Catalyst prediction with 721,799 reactions and 888 catalyst types from USPTO. The task is: Predict which catalyst facilitates the given reaction. (1) Reactant: [OH:1][C:2]1[CH:3]=[C:4]([CH:7]=[CH:8][C:9]=1[OH:10])[CH:5]=[O:6].C([O-])([O-])=O.[K+].[K+].[CH2:17](Br)[C:18]1[CH:23]=[CH:22][CH:21]=[CH:20][CH:19]=1.[C:25](Cl)(=[O:27])[CH3:26]. Product: [C:25]([O:1][C:2]1[CH:3]=[C:4]([CH:7]=[CH:8][C:9]=1[O:10][CH2:17][C:18]1[CH:23]=[CH:22][CH:21]=[CH:20][CH:19]=1)[CH:5]=[O:6])(=[O:27])[CH3:26]. The catalyst class is: 21. (2) Reactant: C([N:3](CC)CC)C.[CH3:8][S:9][C:10]1[N:11]=[CH:12][C:13]2[CH:19]=[C:18]([C:20]([OH:22])=O)[C:17](=[O:23])[NH:16][C:14]=2[N:15]=1.CN(C(ON1N=NC2C=CC=NC1=2)=[N+](C)C)C.F[P-](F)(F)(F)(F)F.[CH3:48][O:49][C:50]([C:52]1[CH:57]=[CH:56][C:55]([CH3:58])=[CH:54][C:53]=1N)=[O:51]. Product: [CH3:48][O:49][C:50](=[O:51])[C:52]1[CH:57]=[CH:56][C:55]([CH3:58])=[C:54]([NH:3][C:20]([C:18]2[C:17](=[O:23])[NH:16][C:14]3[N:15]=[C:10]([S:9][CH3:8])[N:11]=[CH:12][C:13]=3[CH:19]=2)=[O:22])[CH:53]=1. The catalyst class is: 248. (3) Reactant: Cl[C:2]1[CH:7]=[CH:6][C:5]([NH:8][C:9]([NH:11][C:12]2[CH:17]=[CH:16][CH:15]=[C:14]([C:18]3[CH:23]=[CH:22][CH:21]=[C:20]([N:24]4[CH2:28][CH2:27][CH2:26][CH2:25]4)[N:19]=3)[CH:13]=2)=[O:10])=[CH:4][CH:3]=1.[O:29](C1C=CC(N)=CC=1)[C:30]1[CH:35]=[CH:34][CH:33]=[CH:32][CH:31]=1.CCN(C(C)C)C(C)C. Product: [O:29]([C:2]1[CH:7]=[CH:6][C:5]([NH:8][C:9]([NH:11][C:12]2[CH:17]=[CH:16][CH:15]=[C:14]([C:18]3[CH:23]=[CH:22][CH:21]=[C:20]([N:24]4[CH2:28][CH2:27][CH2:26][CH2:25]4)[N:19]=3)[CH:13]=2)=[O:10])=[CH:4][CH:3]=1)[C:30]1[CH:35]=[CH:34][CH:33]=[CH:32][CH:31]=1. The catalyst class is: 3. (4) Reactant: Cl.[CH:2]([N:4]1[CH:9]2[CH2:10][CH2:11][CH:5]1[CH2:6][CH:7]([N:12]1[CH2:17][CH2:16][NH:15][CH2:14][CH2:13]1)[CH2:8]2)=[O:3]. Product: [CH:2]([N:4]1[CH:9]2[CH2:10][CH2:11][CH:5]1[CH2:6][CH:7]([N:12]1[CH2:17][CH2:16][NH:15][CH2:14][CH2:13]1)[CH2:8]2)=[O:3]. The catalyst class is: 2. (5) Reactant: [C:1]([O:4][C@H:5]1[C@@H:20]([O:21][C:22](=[O:24])[CH3:23])[C@H:19]([O:25][C:26](=[O:28])[CH3:27])[C@@H:18]([CH2:29][O:30][C:31](=[O:33])[CH3:32])[O:17][C@@H:6]1[O:7][C:8]1[C:13]([Cl:14])=[CH:12][C:11](Br)=[CH:10][C:9]=1[Cl:16])(=[O:3])[CH3:2].[CH3:34][O:35][C:36]([C:38]1[CH:43]=[CH:42][C:41](B(O)O)=[CH:40][CH:39]=1)=[O:37].C(=O)([O-])[O-].[Cs+].[Cs+].C(O[C@H]1[C@@H](OC(=O)C)[C@H](OC(=O)C)[C@@H](COC(=O)C)O[C@@H]1OC1C=CC(C2C=CC(C(OC)=O)=CC=2)=CC=1Cl)(=O)C. Product: [C:1]([O:4][C@H:5]1[C@@H:20]([O:21][C:22](=[O:24])[CH3:23])[C@H:19]([O:25][C:26](=[O:28])[CH3:27])[C@@H:18]([CH2:29][O:30][C:31](=[O:33])[CH3:32])[O:17][C@@H:6]1[O:7][C:8]1[C:13]([Cl:14])=[CH:12][C:11]([C:41]2[CH:42]=[CH:43][C:38]([C:36]([O:35][CH3:34])=[O:37])=[CH:39][CH:40]=2)=[CH:10][C:9]=1[Cl:16])(=[O:3])[CH3:2]. The catalyst class is: 77. (6) The catalyst class is: 8. Product: [CH2:28]([O:27][C@@H:5]([CH2:6][C:7]1[CH:8]=[CH:9][C:10]([O:13][CH2:14]/[CH:15]=[CH:16]/[C:17]2[CH:26]=[CH:25][C:24]3[C:19](=[CH:20][CH:21]=[CH:22][CH:23]=3)[CH:18]=2)=[CH:11][CH:12]=1)[C:4]([OH:30])=[O:3])[CH3:29]. Reactant: C([O:3][C:4](=[O:30])[C@@H:5]([O:27][CH2:28][CH3:29])[CH2:6][C:7]1[CH:12]=[CH:11][C:10]([O:13][CH2:14]/[CH:15]=[CH:16]/[C:17]2[CH:26]=[CH:25][C:24]3[C:19](=[CH:20][CH:21]=[CH:22][CH:23]=3)[CH:18]=2)=[CH:9][CH:8]=1)C.[OH-].[Na+]. (7) Product: [CH2:43]([O:38][C@H:9]1[C@H:10]([O:37][CH2:26][C:29]2[CH:34]=[CH:33][CH:32]=[CH:31][CH:30]=2)[C@@H:11]([O:36][CH2:12][C:16]2[CH:21]=[CH:20][CH:19]=[CH:18][CH:17]=2)[C@@:12]([C:16]2[CH:21]=[CH:20][C:19]([CH3:22])=[C:18]([CH2:23][C:24]3[S:25][C:26]([C:29]4[CH:30]=[CH:31][C:32]([F:35])=[CH:33][CH:34]=4)=[CH:27][CH:28]=3)[CH:17]=2)([O:14][CH3:15])[O:13][C@@H:8]1[CH2:7][O:6][Si:5]([C:1]([CH3:3])([CH3:2])[CH3:4])([CH3:39])[CH3:40])[C:44]1[CH:49]=[CH:48][CH:47]=[CH:46][CH:45]=1. The catalyst class is: 3. Reactant: [C:1]([Si:5]([CH3:40])([CH3:39])[O:6][CH2:7][C@H:8]1[O:13][C@:12]([C:16]2[CH:21]=[CH:20][C:19]([CH3:22])=[C:18]([CH2:23][C:24]3[S:25][C:26]([C:29]4[CH:34]=[CH:33][C:32]([F:35])=[CH:31][CH:30]=4)=[CH:27][CH:28]=3)[CH:17]=2)([O:14][CH3:15])[C@H:11]([OH:36])[C@@H:10]([OH:37])[C@@H:9]1[OH:38])([CH3:4])([CH3:3])[CH3:2].[H-].[Na+].[CH2:43](Br)[C:44]1[CH:49]=[CH:48][CH:47]=[CH:46][CH:45]=1.